Dataset: Full USPTO retrosynthesis dataset with 1.9M reactions from patents (1976-2016). Task: Predict the reactants needed to synthesize the given product. (1) Given the product [ClH:36].[Br:1][C:2]1[C:7]2[N:8]=[C:9]([NH:48][CH:45]3[CH2:46][CH2:47][N:42]([CH3:41])[CH2:43][CH2:44]3)[N:10]=[C:11]([NH:12][C:13]3[CH:18]=[CH:17][C:16]([O:19][C:20]4[CH:25]=[CH:24][CH:23]=[C:22]([F:26])[CH:21]=4)=[CH:15][CH:14]=3)[C:6]=2[C:5](=[O:29])[NH:4][CH:3]=1, predict the reactants needed to synthesize it. The reactants are: [Br:1][C:2]1[C:7]2[N:8]=[C:9](SC)[N:10]=[C:11]([NH:12][C:13]3[CH:18]=[CH:17][C:16]([O:19][C:20]4[CH:25]=[CH:24][CH:23]=[C:22]([F:26])[CH:21]=4)=[CH:15][CH:14]=3)[C:6]=2[C:5](=[O:29])[NH:4][CH:3]=1.C1C=C([Cl:36])C=C(C(OO)=O)C=1.[CH3:41][N:42]1[CH2:47][CH2:46][CH:45]([NH2:48])[CH2:44][CH2:43]1.Cl. (2) The reactants are: C([C:4]1[CH:9]=[C:8]([O:10][C:11]2[CH:16]=[CH:15][C:14]([NH:17][C:18]([NH:20][C:21](=[O:30])[CH2:22][C:23]3[CH:28]=[CH:27][C:26]([F:29])=[CH:25][CH:24]=3)=[O:19])=[C:13]([Cl:31])[CH:12]=2)[CH:7]=[CH:6][N:5]=1)(=O)N.C[N:33](C=O)C. Given the product [NH2:33][C:4]1[CH:9]=[C:8]([O:10][C:11]2[CH:16]=[CH:15][C:14]([NH:17][C:18]([NH:20][C:21](=[O:30])[CH2:22][C:23]3[CH:28]=[CH:27][C:26]([F:29])=[CH:25][CH:24]=3)=[O:19])=[C:13]([Cl:31])[CH:12]=2)[CH:7]=[CH:6][N:5]=1, predict the reactants needed to synthesize it. (3) Given the product [CH2:5]([CH:4]([CH2:3][CH2:4][CH2:5][CH2:6][CH2:7][CH2:8][CH2:9][CH2:10][CH2:11][CH3:12])[CH2:3][OH:13])[CH2:6][CH2:7][CH2:8][CH2:9][CH2:10][CH2:11][CH3:12], predict the reactants needed to synthesize it. The reactants are: [OH-].[K+].[CH:3](=[O:13])[CH2:4][CH2:5][CH2:6][CH2:7][CH2:8][CH2:9][CH2:10][CH2:11][CH3:12]. (4) Given the product [CH3:33][O:34][C:29]1[CH:30]=[C:31]2[C:26](=[CH:27][CH:28]=1)[NH:25][N:24]=[CH:23]2, predict the reactants needed to synthesize it. The reactants are: C1C=CC(P(C2C=CC=CC=2)C2C=CC=CC=2)=CC=1.CO.O[C:23]1[C:31]2[C:26](=[CH:27][CH:28]=[CH:29][CH:30]=2)[NH:25][N:24]=1.C[CH2:33][O:34]C(/N=N/C(OCC)=O)=O.N#N. (5) Given the product [S:3]1[C:4]2[CH:10]=[C:9]([C:11]([OH:16])([CH2:14][CH3:15])[CH2:12][CH3:13])[CH:8]=[CH:7][C:5]=2[N:6]=[CH:2]1, predict the reactants needed to synthesize it. The reactants are: N[C:2]1[S:3][C:4]2[CH:10]=[C:9]([C:11]([OH:16])([CH2:14][CH3:15])[CH2:12][CH3:13])[CH:8]=[CH:7][C:5]=2[N:6]=1.N(OCCC(C)C)=O.CCOC(C)=O. (6) Given the product [CH2:1]([O:8][N:9]1[C:14]2[N:15]=[CH:16][N:17]=[CH:18][C:13]=2[C:12]([C:27]2[CH:26]=[CH:4][CH:3]=[CH:2][CH:1]=2)=[CH:11][C:10]1=[O:20])[C:2]1[CH:7]=[CH:6][CH:5]=[CH:4][CH:3]=1, predict the reactants needed to synthesize it. The reactants are: [CH2:1]([O:8][N:9]1[C:14]2[N:15]=[CH:16][N:17]=[CH:18][C:13]=2[C:12](O)=[CH:11][C:10]1=[O:20])[C:2]1[CH:7]=[CH:6][CH:5]=[CH:4][CH:3]=1.C(N([CH2:26][CH3:27])CC)C.C(Cl)(Cl)Cl.O.